From a dataset of Full USPTO retrosynthesis dataset with 1.9M reactions from patents (1976-2016). Predict the reactants needed to synthesize the given product. (1) Given the product [N:23]1([CH2:30][CH2:31][O:32][C:33]2[CH:41]=[CH:40][C:36]([CH2:37][N:57]([CH2:56][CH3:55])[C:58]3[CH:63]=[CH:62][CH:61]=[CH:60][C:59]=3[C:64]3[C:73]([CH3:74])([CH3:75])[CH2:72][C:71]4[C:66](=[CH:67][CH:68]=[C:69]([O:76][CH3:77])[CH:70]=4)[CH:65]=3)=[CH:35][CH:34]=2)[CH2:29][CH2:28][CH2:27][CH2:26][CH2:25][CH2:24]1, predict the reactants needed to synthesize it. The reactants are: COC1C=C2C(=CC=1)C=C(C1C=CC=CC=1N)C(C)(C)C2.Cl.[N:23]1([CH2:30][CH2:31][O:32][C:33]2[CH:41]=[CH:40][C:36]([C:37](O)=O)=[CH:35][CH:34]=2)[CH2:29][CH2:28][CH2:27][CH2:26][CH2:25][CH2:24]1.N1(CCOC2C=C[C:55]([CH2:56][NH:57][C:58]3[CH:63]=[CH:62][CH:61]=[CH:60][C:59]=3[C:64]3[C:73]([CH3:75])([CH3:74])[CH2:72][C:71]4[C:66](=[CH:67][CH:68]=[C:69]([O:76][CH3:77])[CH:70]=4)[CH:65]=3)=CC=2)CCCCCC1. (2) Given the product [C:1]([O:5][C:6]([N:8]1[CH2:13][CH2:12][CH:11]([CH2:14][CH2:15][N:16]2[CH2:17][CH2:18][N:19]([C:22]3[CH:27]=[CH:26][CH:25]=[C:24]([CH2:28][OH:29])[CH:23]=3)[CH2:20][CH2:21]2)[CH2:10][CH2:9]1)=[O:7])([CH3:4])([CH3:2])[CH3:3], predict the reactants needed to synthesize it. The reactants are: [C:1]([O:5][C:6]([N:8]1[CH2:13][CH2:12][CH:11]([CH2:14][CH2:15][N:16]2[CH2:21][CH2:20][N:19]([C:22]3[CH:27]=[CH:26][CH:25]=[C:24]([C:28](O)=[O:29])[CH:23]=3)[CH2:18][CH2:17]2)[CH2:10][CH2:9]1)=[O:7])([CH3:4])([CH3:3])[CH3:2].[OH-].[Na+].